From a dataset of Catalyst prediction with 721,799 reactions and 888 catalyst types from USPTO. Predict which catalyst facilitates the given reaction. (1) Reactant: [Cl:1][C:2]1[CH:18]=[CH:17][C:16]([Cl:19])=[CH:15][C:3]=1[O:4][C:5]1[N:9]([CH3:10])[N:8]=[C:7]([CH3:11])[C:6]=1[C:12]([OH:14])=O.C(Cl)(=O)C(Cl)=O.[CH:26]1([N:29]2[C:38]3[C:33](=[CH:34][CH:35]=[CH:36][CH:37]=3)[NH:32][CH2:31][CH2:30]2)[CH2:28][CH2:27]1.C(N(CC)CC)C. Product: [CH:26]1([N:29]2[C:38]3[C:33](=[CH:34][CH:35]=[CH:36][CH:37]=3)[N:32]([C:12]([C:6]3[C:7]([CH3:11])=[N:8][N:9]([CH3:10])[C:5]=3[O:4][C:3]3[CH:15]=[C:16]([Cl:19])[CH:17]=[CH:18][C:2]=3[Cl:1])=[O:14])[CH2:31][CH2:30]2)[CH2:28][CH2:27]1. The catalyst class is: 46. (2) Reactant: Br[C:2]1[CH:3]=[CH:4][CH:5]=[C:6]2[C:11]=1[N:10]=[C:9]([Cl:12])[N:8]=[CH:7]2.[NH2:13][C:14]1[CH:15]=[C:16](B(O)O)[CH:17]=[CH:18][CH:19]=1.C([O-])([O-])=O.[Na+].[Na+]. Product: [Cl:12][C:9]1[N:8]=[CH:7][C:6]2[C:11](=[C:2]([C:18]3[CH:19]=[C:14]([CH:15]=[CH:16][CH:17]=3)[NH2:13])[CH:3]=[CH:4][CH:5]=2)[N:10]=1. The catalyst class is: 117. (3) Reactant: [H-].[Na+].[I:3][C:4]1[C:12]2[C:7](=[N:8][CH:9]=[C:10]([C:13]3[CH:18]=[CH:17][CH:16]=[CH:15][CH:14]=3)[CH:11]=2)[NH:6][CH:5]=1.[C:19]1([CH3:29])[CH:24]=[CH:23][C:22]([S:25](Cl)(=[O:27])=[O:26])=[CH:21][CH:20]=1. Product: [I:3][C:4]1[C:12]2[C:7](=[N:8][CH:9]=[C:10]([C:13]3[CH:18]=[CH:17][CH:16]=[CH:15][CH:14]=3)[CH:11]=2)[N:6]([S:25]([C:22]2[CH:23]=[CH:24][C:19]([CH3:29])=[CH:20][CH:21]=2)(=[O:27])=[O:26])[CH:5]=1. The catalyst class is: 384. (4) Reactant: [CH3:1][C:2]1[NH:6][C:5]2[C:7]([C:17]([O:19][CH3:20])=[O:18])=[CH:8][C:9]([N:11]3[CH2:16][CH2:15][O:14][CH2:13][CH2:12]3)=[CH:10][C:4]=2[N:3]=1.[C:21]([O-])([O-])=O.[K+].[K+].BrC[C:29]1[CH:38]=[CH:37][CH:36]=[C:35]2[C:30]=1[CH:31]=[CH:32][CH:33]=[N:34]2.O. Product: [CH3:1][C:2]1[N:3]([CH2:21][C:36]2[CH:37]=[CH:38][CH:29]=[C:30]3[C:35]=2[N:34]=[CH:33][CH:32]=[CH:31]3)[C:4]2[CH:10]=[C:9]([N:11]3[CH2:12][CH2:13][O:14][CH2:15][CH2:16]3)[CH:8]=[C:7]([C:17]([O:19][CH3:20])=[O:18])[C:5]=2[N:6]=1. The catalyst class is: 3. (5) Reactant: [Cl:1][C:2]1[CH:3]=[C:4]([CH:23]=[CH:24][CH:25]=1)[CH2:5][O:6][C:7]1[CH:16]=[C:15]2[C:10]([CH:11]=[C:12]([CH2:17][C:18]([O:20][CH2:21]C)=[O:19])[CH:13]=[N:14]2)=[CH:9][CH:8]=1.C([O-])([O-])=O.[K+].[K+]. Product: [Cl:1][C:2]1[CH:3]=[C:4]([CH:23]=[CH:24][CH:25]=1)[CH2:5][O:6][C:7]1[CH:16]=[C:15]2[C:10]([CH:11]=[C:12]([CH2:17][C:18]([O:20][CH3:21])=[O:19])[CH:13]=[N:14]2)=[CH:9][CH:8]=1. The catalyst class is: 5. (6) The catalyst class is: 798. Product: [N:28]1([C:25]2[CH:26]=[CH:27][C:22]([C:19]3[CH:20]=[C:21]4[C:13]([C:11]5[CH:10]=[N:9][N:8]([CH2:7][C:3]6[CH:2]=[N:1][CH:6]=[CH:5][CH:4]=6)[CH:12]=5)=[CH:14][NH:15][C:16]4=[N:17][CH:18]=3)=[CH:23][CH:24]=2)[CH2:29][CH2:30][NH:31][CH2:32][CH2:33]1. Reactant: [N:1]1[CH:6]=[CH:5][CH:4]=[C:3]([CH2:7][N:8]2[CH:12]=[C:11]([C:13]3[C:21]4[C:16](=[N:17][CH:18]=[C:19]([C:22]5[CH:27]=[CH:26][C:25]([N:28]6[CH2:33][CH2:32][N:31](C(OC(C)(C)C)=O)[CH2:30][CH2:29]6)=[CH:24][CH:23]=5)[CH:20]=4)[NH:15][CH:14]=3)[CH:10]=[N:9]2)[CH:2]=1.Cl. (7) Reactant: Cl[C:2]1[C:3]2[CH:17]=[CH:16][C:15]([C:18]3[C:23]([C:24]([F:27])([F:26])[F:25])=[CH:22][CH:21]=[CH:20][N:19]=3)=[N:14][C:4]=2[N:5]=[C:6]([CH2:8][O:9][CH2:10][CH:11]([CH3:13])[CH3:12])[N:7]=1.Cl.[NH2:29][C:30]1[CH:35]=[CH:34][C:33]([C:36]([F:39])([F:38])[F:37])=[CH:32][N:31]=1.CC1(C)C2C(=C(P(C3C=CC=CC=3)C3C=CC=CC=3)C=CC=2)OC2C(P(C3C=CC=CC=3)C3C=CC=CC=3)=CC=CC1=2.C([O-])([O-])=O.[Cs+].[Cs+]. Product: [CH2:10]([O:9][CH2:8][C:6]1[N:7]=[C:2]([NH:29][C:30]2[CH:35]=[CH:34][C:33]([C:36]([F:38])([F:37])[F:39])=[CH:32][N:31]=2)[C:3]2[CH:17]=[CH:16][C:15]([C:18]3[C:23]([C:24]([F:27])([F:26])[F:25])=[CH:22][CH:21]=[CH:20][N:19]=3)=[N:14][C:4]=2[N:5]=1)[CH:11]([CH3:13])[CH3:12]. The catalyst class is: 62. (8) Reactant: [C:1]([O:5][C:6]([N:8]1[CH2:13][CH2:12][CH:11]([C:14]#[CH:15])[CH2:10][CH2:9]1)=[O:7])([CH3:4])([CH3:3])[CH3:2].[Cl:16][C:17]1[C:26]2[C:21](=[CH:22][CH:23]=[C:24](I)[CH:25]=2)[N:20]=[CH:19][N:18]=1.C(NC(C)C)(C)C. Product: [C:1]([O:5][C:6]([N:8]1[CH2:13][CH2:12][CH:11]([C:14]#[C:15][C:24]2[CH:25]=[C:26]3[C:21](=[CH:22][CH:23]=2)[N:20]=[CH:19][N:18]=[C:17]3[Cl:16])[CH2:10][CH2:9]1)=[O:7])([CH3:4])([CH3:3])[CH3:2]. The catalyst class is: 356.